Dataset: Catalyst prediction with 721,799 reactions and 888 catalyst types from USPTO. Task: Predict which catalyst facilitates the given reaction. (1) Reactant: C([O:4][C:5](=[O:64])[C@@H:6]([NH:56][C:57]([O:59][C:60]([CH3:63])([CH3:62])[CH3:61])=[O:58])[CH2:7][C:8]1[CH:55]=[CH:54][C:11]([O:12][C:13]([NH:15][C@H:16]([C:26]([NH:28][C@H:29]([C:51]([NH2:53])=[O:52])[CH2:30][S:31][C:32]([C:45]2[CH:50]=[CH:49][CH:48]=[CH:47][CH:46]=2)([C:39]2[CH:44]=[CH:43][CH:42]=[CH:41][CH:40]=2)[C:33]2[CH:38]=[CH:37][CH:36]=[CH:35][CH:34]=2)=[O:27])[CH2:17][NH:18][C:19]([O:21][C:22]([CH3:25])([CH3:24])[CH3:23])=[O:20])=[O:14])=[CH:10][CH:9]=1)C=C.C(N(CC)CC)C.C(O)=O. Product: [C:22]([O:21][C:19]([NH:18][CH2:17][C@@H:16]([C:26]([NH:28][C@H:29]([C:51]([NH2:53])=[O:52])[CH2:30][S:31][C:32]([C:33]1[CH:34]=[CH:35][CH:36]=[CH:37][CH:38]=1)([C:45]1[CH:50]=[CH:49][CH:48]=[CH:47][CH:46]=1)[C:39]1[CH:40]=[CH:41][CH:42]=[CH:43][CH:44]=1)=[O:27])[NH:15][C:13]([O:12][C:11]1[CH:54]=[CH:55][C:8]([CH2:7][C@H:6]([NH:56][C:57]([O:59][C:60]([CH3:61])([CH3:63])[CH3:62])=[O:58])[C:5]([OH:64])=[O:4])=[CH:9][CH:10]=1)=[O:14])=[O:20])([CH3:23])([CH3:24])[CH3:25]. The catalyst class is: 30. (2) Reactant: [Br:1][C:2]1[CH:3]=[CH:4][C:5]([Cl:12])=[C:6]2[C:10]=1[NH:9][N:8]=[C:7]2[NH2:11].C(N(CC)C(C)C)(C)C.[CH3:22][S:23](Cl)(=[O:25])=[O:24]. Product: [Br:1][C:2]1[CH:3]=[CH:4][C:5]([Cl:12])=[C:6]2[C:10]=1[NH:9][N:8]=[C:7]2[NH:11][S:23]([CH3:22])(=[O:25])=[O:24]. The catalyst class is: 143. (3) Reactant: C([O:3][C:4]([CH:6]1[CH2:11][CH2:10][N:9]([C:12]2[N:13]=[N:14][C:15]([O:18][CH3:19])=[CH:16][CH:17]=2)[CH2:8][CH2:7]1)=[O:5])C.O[Li].O. Product: [CH3:19][O:18][C:15]1[N:14]=[N:13][C:12]([N:9]2[CH2:8][CH2:7][CH:6]([C:4]([OH:5])=[O:3])[CH2:11][CH2:10]2)=[CH:17][CH:16]=1. The catalyst class is: 278.